Dataset: Catalyst prediction with 721,799 reactions and 888 catalyst types from USPTO. Task: Predict which catalyst facilitates the given reaction. (1) Reactant: [F:1][C:2]1[CH:7]=[C:6](F)[CH:5]=[CH:4][C:3]=1[N+:9]([O-:11])=[O:10].[CH3:12][CH:13]([C:19]([O:21][CH2:22][CH3:23])=[O:20])[C:14]([O:16][CH2:17][CH3:18])=[O:15].[OH-].[Na+].Cl. Product: [CH2:17]([O:16][C:14](=[O:15])[C:13]([C:6]1[CH:5]=[CH:4][C:3]([N+:9]([O-:11])=[O:10])=[C:2]([F:1])[CH:7]=1)([CH3:12])[C:19]([O:21][CH2:22][CH3:23])=[O:20])[CH3:18]. The catalyst class is: 9. (2) Reactant: [Si:1]([O:8][CH:9]1[CH2:12][N:11](C(OCC2C=CC=CC=2)=O)[CH2:10]1)([C:4]([CH3:7])([CH3:6])[CH3:5])([CH3:3])[CH3:2]. Product: [Si:1]([O:8][CH:9]1[CH2:12][NH:11][CH2:10]1)([C:4]([CH3:7])([CH3:6])[CH3:5])([CH3:3])[CH3:2]. The catalyst class is: 178. (3) Reactant: Cl.[Cl:2][C:3]1[CH:8]=[CH:7][CH:6]=[CH:5][C:4]=1[NH:9][NH2:10].Cl.[N:12]([O-])=O.[Na+]. Product: [N:9]([C:4]1[CH:5]=[CH:6][CH:7]=[CH:8][C:3]=1[Cl:2])=[N+:10]=[N-:12]. The catalyst class is: 280. (4) Reactant: [NH2:1][C:2]1[CH:7]=[CH:6][CH:5]=[CH:4][CH:3]=1.C(N(CC)CC)C.[Cl:15][CH2:16][C:17](Cl)=[O:18].OS([O-])(=O)=O.[K+]. Product: [Cl:15][CH2:16][C:17]([NH:1][C:2]1[CH:7]=[CH:6][CH:5]=[CH:4][CH:3]=1)=[O:18]. The catalyst class is: 2. (5) Reactant: [H-].[Na+].[N:3]1[CH:8]=[CH:7][CH:6]=[CH:5][C:4]=1[C:9]1[CH:14]=[CH:13][C:12]([C:15]2[C:16](=[O:24])[NH:17][C:18]3([CH2:23][CH2:22][O:21][CH2:20]3)[N:19]=2)=[CH:11][CH:10]=1.Br[CH2:26][C:27]([NH:29][C:30]1[CH:35]=[CH:34][CH:33]=[C:32]([C:36]([F:39])([F:38])[F:37])[CH:31]=1)=[O:28]. Product: [O:24]=[C:16]1[C:15]([C:12]2[CH:11]=[CH:10][C:9]([C:4]3[CH:5]=[CH:6][CH:7]=[CH:8][N:3]=3)=[CH:14][CH:13]=2)=[N:19][C:18]2([CH2:23][CH2:22][O:21][CH2:20]2)[N:17]1[CH2:26][C:27]([NH:29][C:30]1[CH:35]=[CH:34][CH:33]=[C:32]([C:36]([F:37])([F:38])[F:39])[CH:31]=1)=[O:28]. The catalyst class is: 121. (6) Reactant: Cl[C:2]1[CH:3]=[CH:4][C:5]([C:8]#[N:9])=[N:6][CH:7]=1.[CH:10]1(B(O)O)[CH2:12][CH2:11]1.P([O-])([O-])([O-])=O.[K+].[K+].[K+].C1(C)C=CC=CC=1. Product: [CH:10]1([C:2]2[CH:3]=[CH:4][C:5]([C:8]#[N:9])=[N:6][CH:7]=2)[CH2:12][CH2:11]1. The catalyst class is: 6. (7) Reactant: C([N:4]1[C:12]2[C:7](=[CH:8][CH:9]=[C:10]([N:13]3[C:17](=[O:18])[C:16]([CH3:20])([CH3:19])[N:15]([CH2:21][C:22]4[CH:27]=[CH:26][N:25]=[C:24]([Cl:28])[CH:23]=4)[C:14]3=[O:29])[CH:11]=2)[C:6]([CH3:31])([CH3:30])[CH2:5]1)(=O)C.Cl. Product: [Cl:28][C:24]1[CH:23]=[C:22]([CH2:21][N:15]2[C:16]([CH3:20])([CH3:19])[C:17](=[O:18])[N:13]([C:10]3[CH:11]=[C:12]4[C:7]([C:6]([CH3:31])([CH3:30])[CH2:5][NH:4]4)=[CH:8][CH:9]=3)[C:14]2=[O:29])[CH:27]=[CH:26][N:25]=1. The catalyst class is: 12. (8) Reactant: Cl[C:2]1[C:7]([N+:8]([O-:10])=[O:9])=[CH:6][CH:5]=[C:4]([Cl:11])[N:3]=1.C(N(CC)CC)C.[CH:19]1([C:25]2[S:26][CH:27]=[C:28]([C:30]3[CH:36]=[CH:35][C:33]([NH2:34])=[CH:32][CH:31]=3)[N:29]=2)[CH2:24][CH2:23][CH2:22][CH2:21][CH2:20]1. Product: [CH:19]1([C:25]2[S:26][CH:27]=[C:28]([C:30]3[CH:31]=[CH:32][C:33]([NH:34][C:2]4[C:7]([N+:8]([O-:10])=[O:9])=[CH:6][CH:5]=[C:4]([Cl:11])[N:3]=4)=[CH:35][CH:36]=3)[N:29]=2)[CH2:20][CH2:21][CH2:22][CH2:23][CH2:24]1. The catalyst class is: 5. (9) Reactant: [O:1]=[C:2]1[CH2:7][NH:6][CH2:5][CH2:4][N:3]1[CH2:8][CH2:9][C:10]([O:12][CH2:13][CH3:14])=[O:11].CCN(C(C)C)C(C)C.Cl[C:25]([O:27][C:28]1[CH:33]=[CH:32][C:31]([N+:34]([O-:36])=[O:35])=[CH:30][CH:29]=1)=[O:26]. Product: [CH2:13]([O:12][C:10](=[O:11])[CH2:9][CH2:8][N:3]1[CH2:4][CH2:5][N:6]([C:25]([O:27][C:28]2[CH:29]=[CH:30][C:31]([N+:34]([O-:36])=[O:35])=[CH:32][CH:33]=2)=[O:26])[CH2:7][C:2]1=[O:1])[CH3:14]. The catalyst class is: 448. (10) Reactant: [CH2:1]([O:8][C:9](=[O:17])[C:10]1[CH:15]=[CH:14][C:13]([OH:16])=[CH:12][CH:11]=1)[C:2]1[CH:7]=[CH:6][CH:5]=[CH:4][CH:3]=1.[Br:18][CH2:19][CH2:20][CH2:21]O.N(C(OCC)=O)=NC(OCC)=O.C1(P(C2C=CC=CC=2)C2C=CC=CC=2)C=CC=CC=1. Product: [Br:18][CH2:19][CH2:20][CH2:21][O:16][C:13]1[CH:12]=[CH:11][C:10]([C:9]([O:8][CH2:1][C:2]2[CH:3]=[CH:4][CH:5]=[CH:6][CH:7]=2)=[O:17])=[CH:15][CH:14]=1. The catalyst class is: 1.